Dataset: Forward reaction prediction with 1.9M reactions from USPTO patents (1976-2016). Task: Predict the product of the given reaction. Given the reactants [Cl:1][C:2]1[CH:3]=[CH:4][C:5]([O:15][CH2:16][C:17]2[CH:22]=[CH:21][C:20]([O:23][CH3:24])=[CH:19][CH:18]=2)=[C:6]([C:8](=O)[CH2:9][CH2:10][C:11](=O)[CH3:12])[CH:7]=1.[CH2:25]([O:27][C:28](=[O:36])[C:29]1[CH:34]=[CH:33][CH:32]=[C:31]([NH2:35])[CH:30]=1)[CH3:26], predict the reaction product. The product is: [CH2:25]([O:27][C:28](=[O:36])[C:29]1[CH:34]=[CH:33][CH:32]=[C:31]([N:35]2[C:11]([CH3:12])=[CH:10][CH:9]=[C:8]2[C:6]2[CH:7]=[C:2]([Cl:1])[CH:3]=[CH:4][C:5]=2[O:15][CH2:16][C:17]2[CH:22]=[CH:21][C:20]([O:23][CH3:24])=[CH:19][CH:18]=2)[CH:30]=1)[CH3:26].